Dataset: Forward reaction prediction with 1.9M reactions from USPTO patents (1976-2016). Task: Predict the product of the given reaction. (1) Given the reactants Br[C:2]1[CH:7]=[CH:6][C:5]([F:8])=[C:4]([C:9]([F:12])([F:11])[F:10])[C:3]=1[F:13].[Mg].[C:15](OC(=O)C)(=[O:17])[CH3:16], predict the reaction product. The product is: [F:13][C:3]1[C:4]([C:9]([F:12])([F:11])[F:10])=[C:5]([F:8])[CH:6]=[CH:7][C:2]=1[C:15](=[O:17])[CH3:16]. (2) Given the reactants [C:1]([O:5][C:6]([C:8]1[O:9][C:10]2[CH:16]=[C:15]([O:17]CC3C=CC=CC=3)[CH:14]=[CH:13][C:11]=2[CH:12]=1)=[O:7])([CH3:4])([CH3:3])[CH3:2].[H][H], predict the reaction product. The product is: [C:1]([O:5][C:6]([C:8]1[O:9][C:10]2[CH:16]=[C:15]([OH:17])[CH:14]=[CH:13][C:11]=2[CH:12]=1)=[O:7])([CH3:4])([CH3:2])[CH3:3]. (3) Given the reactants C([O:3][C:4]([C:6]1[CH:15]=[CH:14][C:13]2[C:8](=[CH:9][CH:10]=[C:11]([O:16][S:17]([C:20]([F:23])([F:22])[F:21])(=[O:19])=[O:18])[CH:12]=2)[CH:7]=1)=O)C.CC(C[AlH]CC(C)C)C, predict the reaction product. The product is: [F:22][C:20]([F:21])([F:23])[S:17]([O:16][C:11]1[CH:12]=[C:13]2[C:8](=[CH:9][CH:10]=1)[CH:7]=[C:6]([CH2:4][OH:3])[CH:15]=[CH:14]2)(=[O:18])=[O:19].